This data is from Reaction yield outcomes from USPTO patents with 853,638 reactions. The task is: Predict the reaction yield, written as a fraction of the theoretical maximum amount of product (1.0 means a 100% yield; for example, 0.34 means a 34% yield). (1) The reactants are [F:1][C:2]1[CH:7]=[C:6]([F:8])[CH:5]=[CH:4][C:3]=1[C:9]1[N:14]=[C:13]([N:15]2[CH2:20][CH2:19][N:18]([C:21]([NH:23][C:24]3[CH:25]=[N:26][CH:27]=[CH:28][CH:29]=3)=[O:22])[CH2:17][CH2:16]2)[CH:12]=[CH:11][N:10]=1.C(OCC)(=O)C.[ClH:36]. The catalyst is C(OCC)(=O)C. The product is [ClH:36].[ClH:36].[F:1][C:2]1[CH:7]=[C:6]([F:8])[CH:5]=[CH:4][C:3]=1[C:9]1[N:14]=[C:13]([N:15]2[CH2:20][CH2:19][N:18]([C:21]([NH:23][C:24]3[CH:25]=[N:26][CH:27]=[CH:28][CH:29]=3)=[O:22])[CH2:17][CH2:16]2)[CH:12]=[CH:11][N:10]=1. The yield is 0.310. (2) The reactants are [CH3:1][O:2][C:3]1[C:4](=[O:25])[C:5]([CH3:24])=[C:6]([CH2:12][C:13]2[CH:14]=[C:15]([CH:19]=[CH:20][C:21](O)=[O:22])[CH:16]=[CH:17][CH:18]=2)[C:7](=[O:11])[C:8]=1[O:9][CH3:10].[CH:26]([NH2:29])([CH3:28])[CH3:27]. No catalyst specified. The product is [CH3:1][O:2][C:3]1[C:4](=[O:25])[C:5]([CH3:24])=[C:6]([CH2:12][C:13]2[CH:14]=[C:15]([CH:19]=[CH:20][C:21]([NH:29][CH:26]([CH3:28])[CH3:27])=[O:22])[CH:16]=[CH:17][CH:18]=2)[C:7](=[O:11])[C:8]=1[O:9][CH3:10]. The yield is 0.340. (3) The reactants are [CH3:1][O:2][C:3]1[CH:8]=[CH:7][C:6]([NH:9][C:10]2[C:19]3[C:14](=[CH:15][CH:16]=[C:17]([C:20](=[O:23])[NH:21][CH3:22])[CH:18]=3)[N:13]=[CH:12][C:11]=2[C:24]([OH:26])=[O:25])=[CH:5][CH:4]=1.C(N(CC)C(C)C)(C)C.Cl[CH2:37][N:38]([CH3:47])[C:39](=[O:46])[C:40]1[CH:45]=[CH:44][CH:43]=[CH:42][CH:41]=1. The catalyst is O1CCCC1. The product is [CH3:1][O:2][C:3]1[CH:8]=[CH:7][C:6]([NH:9][C:10]2[C:19]3[C:14](=[CH:15][CH:16]=[C:17]([C:20](=[O:23])[NH:21][CH3:22])[CH:18]=3)[N:13]=[CH:12][C:11]=2[C:24]([O:26][CH2:37][N:38]([CH3:47])[C:39](=[O:46])[C:40]2[CH:41]=[CH:42][CH:43]=[CH:44][CH:45]=2)=[O:25])=[CH:5][CH:4]=1. The yield is 0.0600.